This data is from Reaction yield outcomes from USPTO patents with 853,638 reactions. The task is: Predict the reaction yield, written as a fraction of the theoretical maximum amount of product (1.0 means a 100% yield; for example, 0.34 means a 34% yield). (1) The reactants are C1(P(C2CCCCC2)C2C=CC=CC=2C2C(OC)=CC=CC=2OC)CCCCC1.P([O-])([O-])([O-])=O.[K+].[K+].[K+].[CH2:38]([C:40]([C:59]1[CH:64]=[CH:63][C:62](/[CH:65]=[CH:66]/[C:67]([C:73]([F:76])([F:75])[F:74])([OH:72])[C:68]([F:71])([F:70])[F:69])=[C:61]([CH3:77])[CH:60]=1)([C:43]1[CH:48]=[CH:47][C:46](B2OC(C)(C)C(C)(C)O2)=[C:45]([CH3:58])[CH:44]=1)[CH2:41][CH3:42])[CH3:39].[CH3:78][O:79][C:80](=[O:89])[CH2:81][C:82]1[CH:87]=[CH:86][CH:85]=[C:84](Br)[CH:83]=1. The catalyst is C1(C)C=CC=CC=1.C([O-])(=O)C.[Pd+2].C([O-])(=O)C.O. The product is [CH3:78][O:79][C:80](=[O:89])[CH2:81][C:82]1[CH:83]=[C:84]([C:46]2[CH:47]=[CH:48][C:43]([C:40]([CH2:41][CH3:42])([C:59]3[CH:64]=[CH:63][C:62](/[CH:65]=[CH:66]/[C:67]([OH:72])([C:73]([F:75])([F:76])[F:74])[C:68]([F:71])([F:70])[F:69])=[C:61]([CH3:77])[CH:60]=3)[CH2:38][CH3:39])=[CH:44][C:45]=2[CH3:58])[CH:85]=[CH:86][CH:87]=1. The yield is 0.310. (2) The reactants are [Cl:1][C:2]1[CH:7]=[CH:6][C:5]([S:8]([N:11]([CH2:33][C:34]2[CH:45]=[CH:44][C:37]([C:38]([NH:40][CH:41]3[CH2:43][CH2:42]3)=[O:39])=[CH:36][CH:35]=2)[CH:12]2[C:18]([CH3:20])([CH3:19])[CH2:17][CH2:16][CH2:15][N:14](CC3C=CC(OC)=CC=3OC)[C:13]2=[O:32])(=[O:10])=[O:9])=[CH:4][CH:3]=1. The catalyst is FC(F)(F)C(O)=O.FC(F)(F)S(O)(=O)=O.ClCCl. The product is [Cl:1][C:2]1[CH:7]=[CH:6][C:5]([S:8]([N:11]([CH2:33][C:34]2[CH:35]=[CH:36][C:37]([C:38]([NH:40][CH:41]3[CH2:43][CH2:42]3)=[O:39])=[CH:44][CH:45]=2)[CH:12]2[C:18]([CH3:20])([CH3:19])[CH2:17][CH2:16][CH2:15][NH:14][C:13]2=[O:32])(=[O:9])=[O:10])=[CH:4][CH:3]=1. The yield is 0.900. (3) The reactants are COC(=O)[C:4]1[CH:9]=[CH:8][CH:7]=[C:6]([CH2:10][O:11][C:12]2[CH:17]=[CH:16][C:15]([C:18]3[CH:23]=[C:22]([F:24])[C:21]([F:25])=[CH:20][C:19]=3[CH3:26])=[CH:14][CH:13]=2)[C:5]=1[NH:27][N:28]([C:30]([O:32]C(C)(C)C)=O)[CH3:29]. The catalyst is C1COCC1. The product is [F:25][C:21]1[C:22]([F:24])=[CH:23][C:18]([C:15]2[CH:16]=[CH:17][C:12]([O:11][CH2:10][C:6]3[CH:7]=[CH:8][CH:9]=[C:4]4[C:5]=3[NH:27][N:28]([CH3:29])[C:30]4=[O:32])=[CH:13][CH:14]=2)=[C:19]([CH3:26])[CH:20]=1. The yield is 0.620. (4) The reactants are [N+:1]([C:4]1[CH:8]=[N:7][NH:6][N:5]=1)([O-:3])=[O:2].Cl[C:10]([F:15])([F:14])C([O-])=O.[Na+].C([O-])([O-])=O.[K+].[K+]. The catalyst is C(#N)C. The product is [F:14][CH:10]([F:15])[N:6]1[N:5]=[C:4]([N+:1]([O-:3])=[O:2])[CH:8]=[N:7]1. The yield is 0.480.